From a dataset of Forward reaction prediction with 1.9M reactions from USPTO patents (1976-2016). Predict the product of the given reaction. (1) Given the reactants [F:1][C:2]1[CH:10]=[C:9]2[C:5]([CH2:6][CH2:7][N:8]2C(OC(C)(C)C)=O)=[CH:4][C:3]=1[C:18]1[CH:19]=[N:20][N:21]([CH3:23])[CH:22]=1.Cl, predict the reaction product. The product is: [F:1][C:2]1[CH:10]=[C:9]2[C:5]([CH2:6][CH2:7][NH:8]2)=[CH:4][C:3]=1[C:18]1[CH:19]=[N:20][N:21]([CH3:23])[CH:22]=1. (2) Given the reactants [Si:1]([O:8][CH:9]([CH:28]1[CH2:36][C:35]2[C:30](=[CH:31][CH:32]=[C:33]([C:37]3[CH:42]=[CH:41][CH:40]=[CH:39][CH:38]=3)[CH:34]=2)[CH2:29]1)[C:10]1[O:11][C:12]([Sn](CCCC)(CCCC)CCCC)=[CH:13][N:14]=1)([C:4]([CH3:7])([CH3:6])[CH3:5])([CH3:3])[CH3:2].Br[C:44]1[CH:49]=[CH:48][CH:47]=[CH:46][N:45]=1, predict the reaction product. The product is: [Si:1]([O:8][CH:9]([CH:28]1[CH2:36][C:35]2[C:30](=[CH:31][CH:32]=[C:33]([C:37]3[CH:38]=[CH:39][CH:40]=[CH:41][CH:42]=3)[CH:34]=2)[CH2:29]1)[C:10]1[O:11][C:12]([C:44]2[CH:49]=[CH:48][CH:47]=[CH:46][N:45]=2)=[CH:13][N:14]=1)([C:4]([CH3:7])([CH3:6])[CH3:5])([CH3:2])[CH3:3]. (3) Given the reactants C(O[C:9](=[O:38])[C@@H:10]([NH:30][C:31]([O:33][C:34]([CH3:37])([CH3:36])[CH3:35])=[O:32])[CH2:11][CH2:12][C:13]1[N:17]([CH2:18][CH2:19][CH2:20][CH2:21][CH2:22][CH2:23][CH2:24][CH3:25])[C:16]2[CH:26]=[CH:27][CH:28]=[CH:29][C:15]=2[N:14]=1)C1C=CC=CC=1.CCN=C=NCCCN(C)C.Cl.[CH2:51]([O:58][NH2:59])[C:52]1[CH:57]=[CH:56][CH:55]=[CH:54][CH:53]=1, predict the reaction product. The product is: [C:34]([O:33][C:31]([NH:30][C@@H:10]([CH2:11][CH2:12][C:13]1[N:17]([CH2:18][CH2:19][CH2:20][CH2:21][CH2:22][CH2:23][CH2:24][CH3:25])[C:16]2[CH:26]=[CH:27][CH:28]=[CH:29][C:15]=2[N:14]=1)[C:9]([NH:59][O:58][CH2:51][C:52]1[CH:57]=[CH:56][CH:55]=[CH:54][CH:53]=1)=[O:38])=[O:32])([CH3:37])([CH3:36])[CH3:35]. (4) Given the reactants [H-].[H-].[H-].[H-].[Li+].[Al+3].C[O:8][C:9](=O)[C:10]1[C:15]([NH2:16])=[CH:14][C:13]([Cl:17])=[N:12][CH:11]=1, predict the reaction product. The product is: [NH2:16][C:15]1[CH:14]=[C:13]([Cl:17])[N:12]=[CH:11][C:10]=1[CH2:9][OH:8]. (5) Given the reactants [Br:1][C:2]1[CH:10]=[C:6]([C:7]([OH:9])=O)[C:5]([OH:11])=[CH:4][CH:3]=1.[NH2:12][C:13]1[S:14][C:15]([C:24]2[CH:29]=[CH:28][CH:27]=[CH:26][CH:25]=2)=[C:16]([C:18]2[CH:23]=[CH:22][CH:21]=[CH:20][CH:19]=2)[N:17]=1, predict the reaction product. The product is: [Br:1][C:2]1[CH:3]=[CH:4][C:5]([OH:11])=[C:6]([CH:10]=1)[C:7]([NH:12][C:13]1[S:14][C:15]([C:24]2[CH:25]=[CH:26][CH:27]=[CH:28][CH:29]=2)=[C:16]([C:18]2[CH:23]=[CH:22][CH:21]=[CH:20][CH:19]=2)[N:17]=1)=[O:9]. (6) The product is: [NH2:7][C@H:8]1[C@@H:9]([NH:16][C:17]([C:19]2[S:20][C:21]([CH2:33][CH3:34])=[C:22]([C:24]3[N:28]4[N:29]=[CH:30][CH:31]=[CH:32][C:27]4=[N:26][CH:25]=3)[CH:23]=2)=[O:18])[C:10]([F:15])([F:14])[CH2:11][CH2:12][CH2:13]1. Given the reactants C(OC(=O)[NH:7][C@@H:8]1[CH2:13][CH2:12][CH2:11][C:10]([F:15])([F:14])[C@@H:9]1[NH:16][C:17]([C:19]1[S:20][C:21]([CH:33]=[CH2:34])=[C:22]([C:24]2[N:28]3[N:29]=[CH:30][CH:31]=[CH:32][C:27]3=[N:26][CH:25]=2)[CH:23]=1)=[O:18])(C)(C)C.C([O-])=O.[NH4+].FC(F)(F)C(O)=O.C(=O)(O)[O-].[Na+], predict the reaction product. (7) Given the reactants [H-].[Al+3].[Li+].[H-].[H-].[H-].O1CCCC1.[F:12][C:13]1[CH:14]=[CH:15][C:16]([O:19][CH2:20][C:21]2[N:25]([CH3:26])[N:24]=[CH:23][C:22]=2[C:27](OCC)=[O:28])=[N:17][CH:18]=1.S([O-])([O-])(=O)=O.[Na+].[Na+], predict the reaction product. The product is: [F:12][C:13]1[CH:14]=[CH:15][C:16]([O:19][CH2:20][C:21]2[N:25]([CH3:26])[N:24]=[CH:23][C:22]=2[CH2:27][OH:28])=[N:17][CH:18]=1.